Dataset: Merck oncology drug combination screen with 23,052 pairs across 39 cell lines. Task: Regression. Given two drug SMILES strings and cell line genomic features, predict the synergy score measuring deviation from expected non-interaction effect. (1) Cell line: CAOV3. Synergy scores: synergy=20.8. Drug 1: C#Cc1cccc(Nc2ncnc3cc(OCCOC)c(OCCOC)cc23)c1. Drug 2: CCc1c2c(nc3ccc(O)cc13)-c1cc3c(c(=O)n1C2)COC(=O)C3(O)CC. (2) Drug 1: CC(=O)OC1C(=O)C2(C)C(O)CC3OCC3(OC(C)=O)C2C(OC(=O)c2ccccc2)C2(O)CC(OC(=O)C(O)C(NC(=O)c3ccccc3)c3ccccc3)C(C)=C1C2(C)C. Drug 2: O=C(CCCCCCC(=O)Nc1ccccc1)NO. Cell line: LOVO. Synergy scores: synergy=10.4. (3) Drug 1: O=S1(=O)NC2(CN1CC(F)(F)F)C1CCC2Cc2cc(C=CCN3CCC(C(F)(F)F)CC3)ccc2C1. Drug 2: CCC1(O)CC2CN(CCc3c([nH]c4ccccc34)C(C(=O)OC)(c3cc4c(cc3OC)N(C)C3C(O)(C(=O)OC)C(OC(C)=O)C5(CC)C=CCN6CCC43C65)C2)C1. Cell line: NCIH1650. Synergy scores: synergy=10.6.